From a dataset of Forward reaction prediction with 1.9M reactions from USPTO patents (1976-2016). Predict the product of the given reaction. (1) Given the reactants [NH:1]1[C:9]2[C:4](=[CH:5][CH:6]=[CH:7][CH:8]=2)[C:3]([C:10]([O:12][CH2:13][CH3:14])=[O:11])=[N:2]1.Br[CH2:16][CH2:17][CH:18]1[CH2:23][CH2:22][O:21][CH2:20][CH2:19]1, predict the reaction product. The product is: [O:21]1[CH2:22][CH2:23][CH:18]([CH2:17][CH2:16][N:1]2[C:9]3[C:4](=[CH:5][CH:6]=[CH:7][CH:8]=3)[C:3]([C:10]([O:12][CH2:13][CH3:14])=[O:11])=[N:2]2)[CH2:19][CH2:20]1. (2) Given the reactants [Cl:1][C:2]1[CH:3]=[C:4]2[C:9](=[CH:10][CH:11]=1)[C:8]1([CH2:15][CH2:14][CH2:13][CH2:12]1)[C:7](=[O:16])[C:6]([C:17](OCC)=[O:18])=[C:5]2[OH:22].Cl.[C:24]([O:28][C:29](=[O:32])[CH2:30][NH2:31])([CH3:27])([CH3:26])[CH3:25].CCN(C(C)C)C(C)C, predict the reaction product. The product is: [Cl:1][C:2]1[CH:3]=[C:4]2[C:9](=[CH:10][CH:11]=1)[C:8]1([CH2:12][CH2:13][CH2:14][CH2:15]1)[C:7](=[O:16])[C:6]([C:17]([NH:31][CH2:30][C:29]([O:28][C:24]([CH3:27])([CH3:26])[CH3:25])=[O:32])=[O:18])=[C:5]2[OH:22]. (3) Given the reactants Cl[CH2:2][CH2:3][O:4][C:5]1[CH:6]=[C:7]([C:11]2[CH:12]=[N:13][CH:14]=[C:15]([C:18]=2[NH:19][C:20]2[CH:25]=[C:24]([O:26][CH3:27])[C:23]([Cl:28])=[CH:22][C:21]=2[Cl:29])[C:16]#[N:17])[CH:8]=[CH:9][CH:10]=1.[NH:30]1[CH2:34][CH2:33][CH2:32][CH2:31]1.O, predict the reaction product. The product is: [Cl:29][C:21]1[CH:22]=[C:23]([Cl:28])[C:24]([O:26][CH3:27])=[CH:25][C:20]=1[NH:19][C:18]1[C:15]([C:16]#[N:17])=[CH:14][N:13]=[CH:12][C:11]=1[C:7]1[CH:8]=[CH:9][CH:10]=[C:5]([O:4][CH2:3][CH2:2][N:30]2[CH2:34][CH2:33][CH2:32][CH2:31]2)[CH:6]=1. (4) Given the reactants N[C@@H]1C2C(=CC=CC=2)C[C@@H]1O.[CH:12]1([C:17]2[C:26]3[C:25](=[O:27])[CH2:24][C:23]4([CH2:30][CH2:29][CH2:28]4)[CH2:22][C:21]=3[N:20]=[C:19]([CH:31]([CH3:33])[CH3:32])[C:18]=2[C:34](=[O:45])[C:35]2[CH:40]=[CH:39][C:38]([C:41]([F:44])([F:43])[F:42])=[CH:37][CH:36]=2)[CH2:16][CH2:15][CH2:14][CH2:13]1.CO, predict the reaction product. The product is: [CH:12]1([C:17]2[C:26]3[C@@H:25]([OH:27])[CH2:24][C:23]4([CH2:30][CH2:29][CH2:28]4)[CH2:22][C:21]=3[N:20]=[C:19]([CH:31]([CH3:33])[CH3:32])[C:18]=2[C:34]([C:35]2[CH:40]=[CH:39][C:38]([C:41]([F:44])([F:42])[F:43])=[CH:37][CH:36]=2)=[O:45])[CH2:13][CH2:14][CH2:15][CH2:16]1. (5) Given the reactants [Cl:1][C:2]1[C:13]2[C:12](=[O:14])[N:11]([CH:15]3[CH2:20][CH2:19][N:18]([CH3:21])[CH2:17][CH2:16]3)[C:10](=[O:22])[C:9]=2[CH:8]=[C:7]2[C:3]=1[N:4]=[C:5]([C:23]1[C:24](=[O:43])[NH:25][CH:26]=[CH:27][C:28]=1NCC(O)COC1C=CC(C)=CC=1C)[NH:6]2.[CH3:44][CH:45]([NH2:52])[CH2:46][C:47]1[S:48][CH:49]=[CH:50][CH:51]=1.CCN(CC)CC, predict the reaction product. The product is: [Cl:1][C:2]1[C:13]2[C:12](=[O:14])[N:11]([CH:15]3[CH2:16][CH2:17][N:18]([CH3:21])[CH2:19][CH2:20]3)[C:10](=[O:22])[C:9]=2[CH:8]=[C:7]2[C:3]=1[N:4]=[C:5]([C:23]1[C:24](=[O:43])[NH:25][CH:26]=[CH:27][C:28]=1[NH:52][CH:45]([CH3:44])[CH2:46][C:47]1[S:48][CH:49]=[CH:50][CH:51]=1)[NH:6]2. (6) Given the reactants [OH:1][C:2]1[CH:28]=[CH:27][CH:26]=[CH:25][C:3]=1[CH2:4][NH:5][C:6]([NH:8][C:9]1[N:13]([C:14]2[CH:19]=[CH:18][C:17]([CH3:20])=[CH:16][CH:15]=2)[N:12]=[C:11]([C:21]([CH3:24])([CH3:23])[CH3:22])[CH:10]=1)=[O:7].Cl[C:30]1[CH:35]=[CH:34][N:33]=[C:32]([S:36][CH3:37])[N:31]=1.C(=O)([O-])[O-].[K+].[K+].C(O)(=O)CC(CC(O)=O)(C(O)=O)O, predict the reaction product. The product is: [CH3:37][S:36][C:32]1[N:33]=[C:34]([O:1][C:2]2[CH:28]=[CH:27][CH:26]=[CH:25][C:3]=2[CH2:4][NH:5][C:6]([NH:8][C:9]2[N:13]([C:14]3[CH:19]=[CH:18][C:17]([CH3:20])=[CH:16][CH:15]=3)[N:12]=[C:11]([C:21]([CH3:23])([CH3:24])[CH3:22])[CH:10]=2)=[O:7])[CH:35]=[CH:30][N:31]=1. (7) Given the reactants Br[C:2]1[CH:3]=[C:4]([OH:9])[CH:5]=[C:6](Br)[CH:7]=1.B(O)(O)[C:11]1[CH:16]=[CH:15][C:14]2[O:17][CH2:18][O:19][C:13]=2[CH:12]=1.[S:22]1[CH:26]=[CH:25][C:24](B(O)O)=[CH:23]1.C(=O)([O-])[O-].[Cs+].[Cs+], predict the reaction product. The product is: [O:17]1[C:14]2[CH:15]=[CH:16][C:11]([C:2]3[CH:3]=[C:4]([OH:9])[CH:5]=[C:6]([C:24]4[CH:25]=[CH:26][S:22][CH:23]=4)[CH:7]=3)=[CH:12][C:13]=2[O:19][CH2:18]1.